This data is from Full USPTO retrosynthesis dataset with 1.9M reactions from patents (1976-2016). The task is: Predict the reactants needed to synthesize the given product. (1) Given the product [NH:38]1[C:37]([NH:36][C:21]([C:19]2[CH:20]=[C:13]3[N:12]=[C:11]([CH2:10][CH2:9][C:3]4[CH:4]=[CH:5][CH:6]=[C:7]([F:8])[C:2]=4[F:1])[CH:16]=[C:15]([OH:17])[N:14]3[N:18]=2)=[O:23])=[N:41][N:40]=[N:39]1, predict the reactants needed to synthesize it. The reactants are: [F:1][C:2]1[C:7]([F:8])=[CH:6][CH:5]=[CH:4][C:3]=1[CH2:9][CH2:10][C:11]1[CH:16]=[C:15]([OH:17])[N:14]2[N:18]=[C:19]([C:21]([OH:23])=O)[CH:20]=[C:13]2[N:12]=1.C(C1NC=CN=1)(C1NC=CN=1)=O.[NH2:36][C:37]1[NH:41][N:40]=[N:39][N:38]=1. (2) Given the product [C:12]([N:9]1[CH2:10][CH2:11][N:6]([CH:3]2[CH2:5][CH2:4]2)[CH2:7][CH2:8]1)([O:14][C:15]([CH3:18])([CH3:17])[CH3:16])=[O:13], predict the reactants needed to synthesize it. The reactants are: Cl.Cl.[CH:3]1([N:6]2[CH2:11][CH2:10][NH:9][CH2:8][CH2:7]2)[CH2:5][CH2:4]1.[C:12](N1CCNCC1)([O:14][C:15]([CH3:18])([CH3:17])[CH3:16])=[O:13].C(OC1(O[Si](C)(C)C)CC1)C.C(O)(=O)C.[BH3-]C#N.[Na+]. (3) Given the product [CH2:1]=[C:2]([C:10]([O:13][C:22]([C:24]([F:27])([F:26])[F:25])([C:21]([F:29])([F:28])[F:20])[F:18])([F:12])[F:11])[C:3]([C:6]([F:9])([F:8])[F:7])([F:5])[F:4], predict the reactants needed to synthesize it. The reactants are: [CH2:1]=[C:2]([C:10]([O:13]S(F)(=O)=O)([F:12])[F:11])[C:3]([C:6]([F:9])([F:8])[F:7])([F:5])[F:4].[F-:18].[K+].[F:20][C:21]([F:29])([F:28])[C:22]([C:24]([F:27])([F:26])[F:25])=O.COCCOCCOC. (4) Given the product [C:9]([O:13][C:14]([N:16]1[CH2:21][CH2:20][CH:19]([CH2:22][N:23]([C:2]2[CH:7]=[C:6]([Cl:8])[N:5]=[CH:4][N:3]=2)[CH3:24])[CH2:18][CH2:17]1)=[O:15])([CH3:12])([CH3:11])[CH3:10], predict the reactants needed to synthesize it. The reactants are: Cl[C:2]1[CH:7]=[C:6]([Cl:8])[N:5]=[CH:4][N:3]=1.[C:9]([O:13][C:14]([N:16]1[CH2:21][CH2:20][CH:19]([CH2:22][NH:23][CH3:24])[CH2:18][CH2:17]1)=[O:15])([CH3:12])([CH3:11])[CH3:10].C(N(C(C)C)CC)(C)C. (5) The reactants are: C([O:3][C:4]([CH:6]1[CH2:11][N:10]([CH3:12])[C:9]2[CH:13]=[C:14]([Cl:19])[C:15]([O:17][CH3:18])=[CH:16][C:8]=2[O:7]1)=[O:5])C.[OH-].[Li+]. Given the product [Cl:19][C:14]1[C:15]([O:17][CH3:18])=[CH:16][C:8]2[O:7][CH:6]([C:4]([OH:5])=[O:3])[CH2:11][N:10]([CH3:12])[C:9]=2[CH:13]=1, predict the reactants needed to synthesize it. (6) The reactants are: [Br:1][C:2]1[CH:7]=[C:6]([Cl:8])[CH:5]=[C:4]([Cl:9])[C:3]=1[CH2:10]O.P(Br)(Br)[Br:13].C(=O)([O-])[O-].[Na+].[Na+]. Given the product [Br:1][C:2]1[CH:7]=[C:6]([Cl:8])[CH:5]=[C:4]([Cl:9])[C:3]=1[CH2:10][Br:13], predict the reactants needed to synthesize it. (7) Given the product [F:1][C:2]1[CH:8]=[C:7]([N+:9]([O-:11])=[O:10])[CH:6]=[CH:5][C:3]=1[N:4]=[CH:14][N:15]([CH3:17])[CH3:16], predict the reactants needed to synthesize it. The reactants are: [F:1][C:2]1[CH:8]=[C:7]([N+:9]([O-:11])=[O:10])[CH:6]=[CH:5][C:3]=1[NH2:4].CO[CH:14](OC)[N:15]([CH3:17])[CH3:16].O.